Predict hERG channel inhibition at various concentrations. From a dataset of hERG Central: cardiac toxicity at 1µM, 10µM, and general inhibition. (1) Results: hERG_inhib (hERG inhibition (general)): blocker. The drug is O=c1c2[nH]c3ccc(F)cc3c2ncn1CCCn1ccnc1. (2) The compound is CCCCn1cnc2c(oc3nc4c(cc32)CCCC4)c1=O. Results: hERG_inhib (hERG inhibition (general)): blocker.